This data is from Peptide-MHC class II binding affinity with 134,281 pairs from IEDB. The task is: Regression. Given a peptide amino acid sequence and an MHC pseudo amino acid sequence, predict their binding affinity value. This is MHC class II binding data. The peptide sequence is CYNAVLTHVKINDKC. The MHC is HLA-DQA10501-DQB10402 with pseudo-sequence HLA-DQA10501-DQB10402. The binding affinity (normalized) is 0.290.